This data is from NCI-60 drug combinations with 297,098 pairs across 59 cell lines. The task is: Regression. Given two drug SMILES strings and cell line genomic features, predict the synergy score measuring deviation from expected non-interaction effect. (1) Drug 1: C1CC(=O)NC(=O)C1N2CC3=C(C2=O)C=CC=C3N. Drug 2: CC1=C(C=C(C=C1)C(=O)NC2=CC(=CC(=C2)C(F)(F)F)N3C=C(N=C3)C)NC4=NC=CC(=N4)C5=CN=CC=C5. Cell line: SF-539. Synergy scores: CSS=2.39, Synergy_ZIP=-1.85, Synergy_Bliss=-1.21, Synergy_Loewe=-1.37, Synergy_HSA=-1.31. (2) Drug 1: C1=CC(=CC=C1C#N)C(C2=CC=C(C=C2)C#N)N3C=NC=N3. Drug 2: CN(C(=O)NC(C=O)C(C(C(CO)O)O)O)N=O. Cell line: CCRF-CEM. Synergy scores: CSS=-1.01, Synergy_ZIP=-0.0121, Synergy_Bliss=-1.25, Synergy_Loewe=-0.338, Synergy_HSA=-1.73.